This data is from Reaction yield outcomes from USPTO patents with 853,638 reactions. The task is: Predict the reaction yield, written as a fraction of the theoretical maximum amount of product (1.0 means a 100% yield; for example, 0.34 means a 34% yield). The reactants are [NH2:1][C:2]1[CH:10]=[CH:9][CH:8]=[C:7]([Cl:11])[C:3]=1[C:4]([OH:6])=O.O=S(Cl)Cl.[F:16][C:17]1[CH:23]=[CH:22][CH:21]=[CH:20][C:18]=1[NH2:19].C(Cl)(Cl)Cl. The catalyst is C1C=CC=CC=1. The product is [NH2:1][C:2]1[CH:10]=[CH:9][CH:8]=[C:7]([Cl:11])[C:3]=1[C:4]([NH:19][C:18]1[CH:20]=[CH:21][CH:22]=[CH:23][C:17]=1[F:16])=[O:6]. The yield is 0.340.